Dataset: Forward reaction prediction with 1.9M reactions from USPTO patents (1976-2016). Task: Predict the product of the given reaction. (1) Given the reactants [Br:1][C:2]1[N:7]2[N:8]=[C:9]([CH3:12])[C:10]([NH2:11])=[C:6]2[CH:5]=[CH:4][CH:3]=1.C(N(CC)CC)C.[C:20](O[C:20]([O:22][C:23]([CH3:26])([CH3:25])[CH3:24])=[O:21])([O:22][C:23]([CH3:26])([CH3:25])[CH3:24])=[O:21].O, predict the reaction product. The product is: [Br:1][C:2]1[N:7]2[N:8]=[C:9]([CH3:12])[C:10]([NH:11][C:20](=[O:21])[O:22][C:23]([CH3:26])([CH3:25])[CH3:24])=[C:6]2[CH:5]=[CH:4][CH:3]=1. (2) Given the reactants Br[CH2:2][C:3]1[CH:8]=[CH:7][C:6]([C:9](=[O:27])[CH2:10][N:11]2[CH:16]=[CH:15][C:14]([O:17][CH2:18][C:19]3[CH:24]=[CH:23][C:22]([F:25])=[CH:21][N:20]=3)=[CH:13][C:12]2=[O:26])=[C:5]([CH3:28])[CH:4]=1.[NH:29]1[CH2:33][CH2:32][CH2:31][CH2:30]1, predict the reaction product. The product is: [F:25][C:22]1[CH:23]=[CH:24][C:19]([CH2:18][O:17][C:14]2[CH:15]=[CH:16][N:11]([CH2:10][C:9]([C:6]3[CH:7]=[CH:8][C:3]([CH2:2][N:29]4[CH2:33][CH2:32][CH2:31][CH2:30]4)=[CH:4][C:5]=3[CH3:28])=[O:27])[C:12](=[O:26])[CH:13]=2)=[N:20][CH:21]=1. (3) Given the reactants [Cl:1][C:2]1[S:6][C:5]([S:7](Cl)(=[O:9])=[O:8])=[CH:4][CH:3]=1.C[C:12]1[CH:17]=[CH:16][C:15]([NH:18][C:19]([NH:21][C:22]2[CH:27]=[CH:26][CH:25]=[CH:24][CH:23]=2)=[O:20])=[C:14](N)[CH:13]=1.[N:29]1C=CC=C[CH:30]=1, predict the reaction product. The product is: [CH3:30][N:29]([C:12]1[CH:13]=[CH:14][C:15]([NH:18][C:19]([NH:21][C:22]2[CH:23]=[CH:24][CH:25]=[CH:26][CH:27]=2)=[O:20])=[CH:16][CH:17]=1)[S:7]([C:5]1[S:6][C:2]([Cl:1])=[CH:3][CH:4]=1)(=[O:9])=[O:8].